From a dataset of Catalyst prediction with 721,799 reactions and 888 catalyst types from USPTO. Predict which catalyst facilitates the given reaction. Reactant: [Br:1][C:2]1[N:7]=[C:6]([NH:8][C:9]2[CH:10]=[C:11]3[C:15](=[CH:16][CH:17]=2)[NH:14][CH:13]=[CH:12]3)[C:5]([NH2:18])=[N:4][CH:3]=1.[C:19](N1C=CN=C1)(N1C=CN=C1)=[O:20]. Product: [Br:1][C:2]1[N:7]=[C:6]2[N:8]([C:9]3[CH:10]=[C:11]4[C:15](=[CH:16][CH:17]=3)[NH:14][CH:13]=[CH:12]4)[C:19](=[O:20])[NH:18][C:5]2=[N:4][CH:3]=1. The catalyst class is: 1.